The task is: Predict the reactants needed to synthesize the given product.. This data is from Full USPTO retrosynthesis dataset with 1.9M reactions from patents (1976-2016). (1) Given the product [CH2:1]([O:3][C:4]([N:6]1[CH2:11][CH2:10][N:9]([C:12](=[O:49])[C@@H:13]([NH:23][C:24]([C:26]2[CH:30]=[C:29]([O:31][CH2:32][C:33]([OH:35])=[O:34])[N:28]([C:43]3[CH:48]=[CH:47][CH:46]=[CH:45][CH:44]=3)[N:27]=2)=[O:25])[CH2:14][CH2:15][C:16]([O:18][C:19]([CH3:22])([CH3:21])[CH3:20])=[O:17])[CH2:8][CH2:7]1)=[O:5])[CH3:2], predict the reactants needed to synthesize it. The reactants are: [CH2:1]([O:3][C:4]([N:6]1[CH2:11][CH2:10][N:9]([C:12](=[O:49])[C@@H:13]([NH:23][C:24]([C:26]2[CH:30]=[C:29]([O:31][CH2:32][C:33]([O:35]CC3C=CC=CC=3)=[O:34])[N:28]([C:43]3[CH:48]=[CH:47][CH:46]=[CH:45][CH:44]=3)[N:27]=2)=[O:25])[CH2:14][CH2:15][C:16]([O:18][C:19]([CH3:22])([CH3:21])[CH3:20])=[O:17])[CH2:8][CH2:7]1)=[O:5])[CH3:2]. (2) Given the product [C:16]([O:20][C:21]([N:23]1[CH2:28][CH2:27][N:26]([CH2:11][C:10]2[CH:13]=[CH:14][CH:15]=[C:8]([C:6]3[CH:5]=[CH:4][N:3]=[C:2]([Cl:1])[N:7]=3)[CH:9]=2)[CH2:25][CH:24]1[CH2:29][C:30]1[C:38]2[C:33](=[CH:34][CH:35]=[CH:36][CH:37]=2)[NH:32][CH:31]=1)=[O:22])([CH3:19])([CH3:17])[CH3:18], predict the reactants needed to synthesize it. The reactants are: [Cl:1][C:2]1[N:7]=[C:6]([C:8]2[CH:9]=[C:10]([CH:13]=[CH:14][CH:15]=2)[CH:11]=O)[CH:5]=[CH:4][N:3]=1.[C:16]([O:20][C:21]([N:23]1[CH2:28][CH2:27][NH:26][CH2:25][CH:24]1[CH2:29][C:30]1[C:38]2[C:33](=[CH:34][CH:35]=[CH:36][CH:37]=2)[NH:32][CH:31]=1)=[O:22])([CH3:19])([CH3:18])[CH3:17].